From a dataset of Peptide-MHC class II binding affinity with 134,281 pairs from IEDB. Regression. Given a peptide amino acid sequence and an MHC pseudo amino acid sequence, predict their binding affinity value. This is MHC class II binding data. (1) The peptide sequence is ASTGGAYESYKFIPA. The MHC is DRB5_0101 with pseudo-sequence DRB5_0101. The binding affinity (normalized) is 0.521. (2) The MHC is DRB1_0405 with pseudo-sequence DRB1_0405. The peptide sequence is AAGTYVAADAAAASS. The binding affinity (normalized) is 0.624. (3) The MHC is HLA-DQA10501-DQB10302 with pseudo-sequence HLA-DQA10501-DQB10302. The peptide sequence is IVLASAALGPLIEGN. The binding affinity (normalized) is 0.586. (4) The peptide sequence is SQDLELSWNLNGLQHY. The MHC is HLA-DQA10301-DQB10302 with pseudo-sequence HLA-DQA10301-DQB10302. The binding affinity (normalized) is 0.281. (5) The peptide sequence is CVDAKMTEEDKENALSL. The MHC is DRB1_1302 with pseudo-sequence DRB1_1302. The binding affinity (normalized) is 0.363.